From a dataset of Reaction yield outcomes from USPTO patents with 853,638 reactions. Predict the reaction yield, written as a fraction of the theoretical maximum amount of product (1.0 means a 100% yield; for example, 0.34 means a 34% yield). (1) The reactants are [CH2:1]([N:8]([CH2:12][Si](C)(C)C)[CH2:9]OC)[C:2]1[CH:7]=[CH:6][CH:5]=[CH:4][CH:3]=1.[C:17]1(=[O:22])[CH2:21][CH2:20][CH:19]=[CH:18]1.FC(F)(F)C(O)=O. The catalyst is C(Cl)Cl. The product is [CH2:1]([N:8]1[CH2:9][C@@H:19]2[CH2:20][CH2:21][C:17](=[O:22])[C@@H:18]2[CH2:12]1)[C:2]1[CH:3]=[CH:4][CH:5]=[CH:6][CH:7]=1. The yield is 0.840. (2) The reactants are Br[C:2]1[CH:3]=[C:4]([NH:10][C:11]2[CH:16]=[C:15]([CH3:17])[N:14]=[C:13]([CH3:18])[N:12]=2)[C:5](=[O:9])[N:6]([CH3:8])[CH:7]=1.[B:19]1([B:19]2[O:23][C:22]([CH3:25])([CH3:24])[C:21]([CH3:27])([CH3:26])[O:20]2)[O:23][C:22]([CH3:25])([CH3:24])[C:21]([CH3:27])([CH3:26])[O:20]1.CC(C1C=C(C(C)C)C(C2C=CC=CC=2P(C2CCCCC2)C2CCCCC2)=C(C(C)C)C=1)C.C([O-])(=O)C.[K+]. The catalyst is C1C=CC(/C=C/C(/C=C/C2C=CC=CC=2)=O)=CC=1.C1C=CC(/C=C/C(/C=C/C2C=CC=CC=2)=O)=CC=1.C1C=CC(/C=C/C(/C=C/C2C=CC=CC=2)=O)=CC=1.[Pd].[Pd].O1CCOCC1. The product is [CH3:18][C:13]1[N:12]=[C:11]([NH:10][C:4]2[C:5](=[O:9])[N:6]([CH3:8])[CH:7]=[C:2]([B:19]3[O:23][C:22]([CH3:25])([CH3:24])[C:21]([CH3:27])([CH3:26])[O:20]3)[CH:3]=2)[CH:16]=[C:15]([CH3:17])[N:14]=1. The yield is 0.720. (3) The reactants are [H][H].[NH3:3].Cl[C:5]1[N:13]=[C:12]([O:14][CH2:15][C:16]2[CH:21]=[CH:20][C:19]([N+:22]([O-:24])=[O:23])=[CH:18][CH:17]=2)[N:11]=[C:10]2[C:6]=1[N:7]=[CH:8][N:9]2[C@@H:25]1[O:37][C@H:36]([CH2:38][O:39]C(=O)C)[C@@H:31]([O:32]C(=O)C)[C@H:26]1[O:27]C(=O)C. No catalyst specified. The product is [N+:22]([C:19]1[CH:20]=[CH:21][C:16]([CH2:15][O:14][C:12]2[N:13]=[C:5]([NH2:3])[C:6]3[N:7]=[CH:8][N:9]([C:10]=3[N:11]=2)[C@@H:25]2[O:37][C@H:36]([CH2:38][OH:39])[C@@H:31]([OH:32])[C@H:26]2[OH:27])=[CH:17][CH:18]=1)([O-:24])=[O:23]. The yield is 0.800. (4) The reactants are Cl[C:2]1[C:7]([C:8]([F:11])([F:10])[F:9])=[CH:6][N:5]=[C:4]([NH:12][C:13]2[CH:27]=[CH:26][C:16]([CH2:17][P:18](=[O:25])([O:22][CH2:23][CH3:24])[O:19][CH2:20][CH3:21])=[CH:15][CH:14]=2)[N:3]=1.[NH2:28][C:29]1[CH:30]=[CH:31][C:32]([C@H:40]2[CH2:45][CH2:44][C@@H:43]([O:46][CH2:47][CH3:48])[CH2:42][CH2:41]2)=[C:33]2[C:37]=1[C:36](=[O:38])[N:35]([CH3:39])[CH2:34]2. No catalyst specified. The product is [CH2:47]([O:46][C@@H:43]1[CH2:42][CH2:41][C@H:40]([C:32]2[CH:31]=[CH:30][C:29]([NH:28][C:2]3[C:7]([C:8]([F:9])([F:11])[F:10])=[CH:6][N:5]=[C:4]([NH:12][C:13]4[CH:27]=[CH:26][C:16]([CH2:17][P:18](=[O:25])([O:22][CH2:23][CH3:24])[O:19][CH2:20][CH3:21])=[CH:15][CH:14]=4)[N:3]=3)=[C:37]3[C:33]=2[CH2:34][N:35]([CH3:39])[C:36]3=[O:38])[CH2:45][CH2:44]1)[CH3:48]. The yield is 0.690. (5) The product is [CH3:1][N:2]1[C:3]2[CH:8]=[CH:7][N:6]=[CH:5][C:4]=2[N:9]=[C:10]1[CH3:11]. The yield is 0.640. No catalyst specified. The reactants are [CH3:1][NH:2][C:3]1[CH:8]=[CH:7][N:6]=[CH:5][C:4]=1[NH2:9].[C:10](OC(=O)C)(=O)[CH3:11].